Predict the reaction yield, written as a fraction of the theoretical maximum amount of product (1.0 means a 100% yield; for example, 0.34 means a 34% yield). From a dataset of Reaction yield outcomes from USPTO patents with 853,638 reactions. (1) The reactants are [F-].[K+].[Br:3][C:4]1[CH:5]=[CH:6][C:7](I)=[C:8]([CH3:10])[CH:9]=1.C[Si](C)(C)[CH:14]=[CH2:15]. The catalyst is [N+](CCCC)(CCCC)(CCCC)CCCC.[Cl-].C1C=CC(/C=C/C(/C=C/C2C=CC=CC=2)=O)=CC=1.C1C=CC(/C=C/C(/C=C/C2C=CC=CC=2)=O)=CC=1.[Pd].C1(C)C=CC=CC=1. The product is [Br:3][C:4]1[CH:5]=[CH:6][C:7]([CH:14]=[CH2:15])=[C:8]([CH3:10])[CH:9]=1. The yield is 0.760. (2) The reactants are [CH2:1]([C:5]1[C:9]([CH2:10][O:11][C:12]2[CH:20]=[CH:19][C:15]([C:16]([OH:18])=O)=[CH:14][N:13]=2)=[C:8]([CH2:21][OH:22])[O:7][N:6]=1)[CH2:2][CH2:3][CH3:4].[NH:23]1[CH2:28][CH2:27][S:26](=[O:30])(=[O:29])[CH2:25][CH2:24]1. No catalyst specified. The product is [CH2:1]([C:5]1[C:9]([CH2:10][O:11][C:12]2[N:13]=[CH:14][C:15]([C:16]([N:23]3[CH2:28][CH2:27][S:26](=[O:30])(=[O:29])[CH2:25][CH2:24]3)=[O:18])=[CH:19][CH:20]=2)=[C:8]([CH2:21][OH:22])[O:7][N:6]=1)[CH2:2][CH2:3][CH3:4]. The yield is 0.630. (3) The reactants are [F:1][C:2]1[CH:23]=[C:22]([N+:24]([O-])=O)[CH:21]=[CH:20][C:3]=1[O:4][C:5]1[N:10]=[CH:9][N:8]=[C:7]([NH:11][C:12]([N:14]2[CH2:19][CH2:18][O:17][CH2:16][CH2:15]2)=[O:13])[CH:6]=1.[Cl-].[NH4+].C(OCC)(=O)C.O1CCCC1. The catalyst is C(O)C.O.[Fe]. The product is [NH2:24][C:22]1[CH:21]=[CH:20][C:3]([O:4][C:5]2[N:10]=[CH:9][N:8]=[C:7]([NH:11][C:12]([N:14]3[CH2:15][CH2:16][O:17][CH2:18][CH2:19]3)=[O:13])[CH:6]=2)=[C:2]([F:1])[CH:23]=1. The yield is 0.852. (4) The reactants are O=P12OP3(OP(OP(O3)(O1)=O)(=O)O2)=O.CS(O)(=O)=O.[Cl:20][C:21]1[CH:26]=[C:25]([CH3:27])[CH:24]=[CH:23][C:22]=1[C:28]1[C:29]([C:34]([OH:36])=O)=[CH:30][CH:31]=[CH:32][CH:33]=1. The catalyst is O. The product is [Cl:20][C:21]1[C:22]2[C:28]3[C:29](=[CH:30][CH:31]=[CH:32][CH:33]=3)[C:34](=[O:36])[C:23]=2[CH:24]=[C:25]([CH3:27])[CH:26]=1. The yield is 0.990. (5) The catalyst is C(Cl)Cl. The product is [Cl:18][C:12]1[CH:13]=[C:14]([Cl:17])[CH:15]=[CH:16][C:11]=1[C:10]([N:9]([C:20]1[CH:25]=[CH:24][C:23]([O:26][CH3:27])=[C:22]([O:28][CH3:29])[CH:21]=1)[C:7]1[S:8][C:4]2[CH:3]=[C:2]([NH:1][S:40]([CH3:39])(=[O:42])=[O:41])[CH:31]=[CH:30][C:5]=2[N:6]=1)=[O:19]. The reactants are [NH2:1][C:2]1[CH:31]=[CH:30][C:5]2[N:6]=[C:7]([N:9]([C:20]3[CH:25]=[CH:24][C:23]([O:26][CH3:27])=[C:22]([O:28][CH3:29])[CH:21]=3)[C:10](=[O:19])[C:11]3[CH:16]=[CH:15][C:14]([Cl:17])=[CH:13][C:12]=3[Cl:18])[S:8][C:4]=2[CH:3]=1.CCN(CC)CC.[CH3:39][S:40](Cl)(=[O:42])=[O:41]. The yield is 0.250. (6) The reactants are Cl[C:2]1[C:3]([OH:31])=[C:4]2[C:9](=[CH:10][CH:11]=1)[CH:8]([NH:12][C:13]1[CH:22]=[CH:21][CH:20]=[C:19]3[C:14]=1[CH:15]=[CH:16][NH:17][C:18]3=[O:23])[C:7]([OH:28])([C:24]([F:27])([F:26])[F:25])[CH2:6][C:5]2([CH3:30])[CH3:29].[C-:32]#[N:33].[Na+]. The catalyst is CN1CCCC1=O.[Ni](Br)Br. The product is [OH:31][C:3]1[C:4]2[C:5]([CH3:30])([CH3:29])[CH2:6][C:7]([OH:28])([C:24]([F:25])([F:27])[F:26])[CH:8]([NH:12][C:13]3[CH:22]=[CH:21][CH:20]=[C:19]4[C:14]=3[CH:15]=[CH:16][NH:17][C:18]4=[O:23])[C:9]=2[CH:10]=[CH:11][C:2]=1[C:32]#[N:33]. The yield is 0.221. (7) The reactants are Cl[C:2]1[CH:3]=[CH:4][C:5]2[O:14][CH2:13][CH2:12][C:11]3[CH:10]=[C:9]([C:15]4[N:16]([C:20]5[CH:25]=[CH:24][C:23]([F:26])=[CH:22][C:21]=5[F:27])[N:17]=[CH:18][N:19]=4)[S:8][C:7]=3[C:6]=2[N:28]=1.[NH2:29][CH2:30][CH2:31][NH:32][C:33](=[O:35])[CH3:34].CC(C1C=C(C(C)C)C(C2C=CC=CC=2P(C2CCCCC2)C2CCCCC2)=C(C(C)C)C=1)C.CC([O-])(C)C.[Na+]. The catalyst is O1CCOCC1.C1C=CC(/C=C/C(/C=C/C2C=CC=CC=2)=O)=CC=1.C1C=CC(/C=C/C(/C=C/C2C=CC=CC=2)=O)=CC=1.C1C=CC(/C=C/C(/C=C/C2C=CC=CC=2)=O)=CC=1.[Pd].[Pd]. The product is [F:27][C:21]1[CH:22]=[C:23]([F:26])[CH:24]=[CH:25][C:20]=1[N:16]1[C:15]([C:9]2[S:8][C:7]3[C:6]4[N:28]=[C:2]([NH:29][CH2:30][CH2:31][NH:32][C:33](=[O:35])[CH3:34])[CH:3]=[CH:4][C:5]=4[O:14][CH2:13][CH2:12][C:11]=3[CH:10]=2)=[N:19][CH:18]=[N:17]1. The yield is 0.160. (8) The reactants are [C:1]1([CH2:7][CH:8]([NH:12][C:13]2[CH:18]=[CH:17][CH:16]=[CH:15][CH:14]=2)[C:9]([OH:11])=[O:10])[CH:6]=[CH:5][CH:4]=[CH:3][CH:2]=1.Cl.C1CCC(N=C=NC2CCCCC2)CC1.C1C=CC2N(O)N=NC=2C=1.[N:45]12[CH2:52][CH2:51][CH:48]([CH2:49][CH2:50]1)[C@@H:47](O)[CH2:46]2. The catalyst is O1CCOCC1.C1COCC1. The product is [N:45]12[CH2:52][CH2:51][CH:48]([CH2:49][CH2:50]1)[C@@H:47]([O:10][C:9](=[O:11])[C@@H:8]([NH:12][C:13]1[CH:18]=[CH:17][CH:16]=[CH:15][CH:14]=1)[CH2:7][C:1]1[CH:2]=[CH:3][CH:4]=[CH:5][CH:6]=1)[CH2:46]2. The yield is 0.200. (9) The reactants are [Cl:1][C:2]1[N:7]=[CH:6][C:5]([C:8]2[C:13]([C:14]([F:17])([F:16])[F:15])=[CH:12][CH:11]=[CH:10][N:9]=2)=[CH:4][C:3]=1[N+:18]([O-])=O.[Cl-].[Ca+2].[Cl-]. The catalyst is C(O)C.O.[Fe]. The product is [Cl:1][C:2]1[N:7]=[CH:6][C:5]([C:8]2[C:13]([C:14]([F:15])([F:16])[F:17])=[CH:12][CH:11]=[CH:10][N:9]=2)=[CH:4][C:3]=1[NH2:18]. The yield is 0.850.